Dataset: Experimentally validated miRNA-target interactions with 360,000+ pairs, plus equal number of negative samples. Task: Binary Classification. Given a miRNA mature sequence and a target amino acid sequence, predict their likelihood of interaction. (1) The miRNA is hsa-miR-4690-3p with sequence GCAGCCCAGCUGAGGCCUCUG. The protein sequence of the target gene is MLRAIAEERGRLSLRREVCGLGCFKDDRIVFWTWMFSTYFMEKWAPRQDDMLFYVRRKLAYSGSESGADGRKAAEPEVEVEVYRRDSKKLPGLGDPDIDWEESVCLNLILQKLDYMVTCAVCTRADGGDIHIHKKKSQQVFASPSKHPMDSKGEESKISYPNIFFMIDSFEEVFSDMTVGEGEMVCVELVASDKTNTFQGVIFQGSIRYEALKKVYDNRVSVAARMAQKMSFGFYKYSNMEFVRMKGPQGKGHAEMAVSRVSTGDTSPCGTEEDSSPASPMHERVTSFSTPPTPERNNRP.... Result: 1 (interaction). (2) The miRNA is dme-miR-14-3p with sequence UCAGUCUUUUUCUCUCUCCUAU. The protein sequence of the target gene is MDQFGDILEGEVDHSFFDSDFEEGKKCETNSVFDKQNDDPKERIDKDTKNVNSNTGMQTTENYLTEKGNERNVKFPPEHPVENDVTQTVSSFSLPASSRSKKLCDVTTGLKIHVSIPNRIPKIVKEGEDDYYTDGEESSDDGKKYHVKSKSAKPSTNVKKSIRKKYCKVSSSSSSSLSSSSSGSGTDCLDAGSDSHLSDSSPSSKSSKKHVSGITLLSPKHKYKSGIKSTETQPSSTTPKCGHYPEESEDTVTDVSPLSTPDISPLQSFELGIANDQKVKIKKQENVSQEIYEDVEDLKN.... Result: 0 (no interaction). (3) The miRNA is hsa-miR-4632-3p with sequence UGCCGCCCUCUCGCUGCUCUAG. The protein sequence of the target gene is MRSIRKRWTICTISLLLIFYKTKEIARTEEHQETQLIGDGELCLSRSLVNSSDKIIRKAGSTIFQHSVQGWKINSSLVLEIRKNILRFLDAERDVSVVKSSFKPGDVIHYVLDRRRTLNISHNLHSLLPEVSPMKNRRFKTCAVVGNSGILLDSGCGKEIDSHNFVIRCNLAPVVEFAADVGTKSDFITMNPSVVQRAFGGFRNESDREKFVHRLSMLNDSVLWIPAFMVKGGEKHVEWVNALILKNKLQVRTAYPSLRLIHAVRGYWLTNKVPIKRPSTGLLMYTLATRFCDEIHLYGF.... Result: 0 (no interaction).